Dataset: Full USPTO retrosynthesis dataset with 1.9M reactions from patents (1976-2016). Task: Predict the reactants needed to synthesize the given product. Given the product [CH3:1][O:2][C:3]([C:5]1([CH3:19])[CH2:14][CH2:13][C:12]2[C:7](=[C:8]([CH3:18])[C:9]([CH3:17])=[C:10]([O:16][Si:24]([C:20]([CH3:23])([CH3:22])[CH3:21])([CH3:28])[CH3:27])[C:11]=2[CH3:15])[O:6]1)=[O:4], predict the reactants needed to synthesize it. The reactants are: [CH3:1][O:2][C:3]([C:5]1([CH3:19])[CH2:14][CH2:13][C:12]2[C:7](=[C:8]([CH3:18])[C:9]([CH3:17])=[C:10]([OH:16])[C:11]=2[CH3:15])[O:6]1)=[O:4].[C:20]([Si:24]([CH3:28])([CH3:27])OCl)([CH3:23])([CH3:22])[CH3:21].N1C=CN=C1.